The task is: Predict the product of the given reaction.. This data is from Forward reaction prediction with 1.9M reactions from USPTO patents (1976-2016). Given the reactants FC1C=CC(CN2CCN(C(CNS(C3C=CC(OCC4C5C(=CC=CC=5)N=C(C)C=4)=CC=3)(=O)=O)C(O)=O)CC2)=CC=1.[F:43][C:44]1[CH:85]=[CH:84][C:47]([CH2:48][N:49]2[CH2:54][CH2:53][N:52]([C@@H:55]([CH2:60][NH:61][S:62]([C:65]3[CH:70]=[CH:69][C:68]([O:71][CH2:72][C:73]4[C:82]5[C:77](=[CH:78][CH:79]=[CH:80][CH:81]=5)[N:76]=[C:75]([CH3:83])[CH:74]=4)=[CH:67][CH:66]=3)(=[O:64])=[O:63])[C:56]([NH:58][OH:59])=[O:57])[CH2:51][CH2:50]2)=[CH:46][CH:45]=1, predict the reaction product. The product is: [F:43][C:44]1[CH:45]=[CH:46][C:47]([CH2:48][N:49]2[CH2:54][CH2:53][N:52]([CH:55]([CH2:60][NH:61][S:62]([C:65]3[CH:66]=[CH:67][C:68]([O:71][CH2:72][C:73]4[C:82]5[C:77](=[CH:78][CH:79]=[CH:80][CH:81]=5)[N:76]=[C:75]([CH3:83])[CH:74]=4)=[CH:69][CH:70]=3)(=[O:63])=[O:64])[C:56]([NH:58][OH:59])=[O:57])[CH2:51][CH2:50]2)=[CH:84][CH:85]=1.